Dataset: Reaction yield outcomes from USPTO patents with 853,638 reactions. Task: Predict the reaction yield, written as a fraction of the theoretical maximum amount of product (1.0 means a 100% yield; for example, 0.34 means a 34% yield). (1) The reactants are [CH:1]1[C:6]([C:7]2[CH:8]=[CH:9][C:10]([F:14])=[CH:11][C:12]=2[F:13])=[CH:5][C:4]([C:15]([OH:17])=[O:16])=[C:3]([OH:18])[CH:2]=1.Cl.CN(C)[CH2:22][CH2:23]CN=C=N.O.ON1C2C=CC=CC=2N=N1.C(O)C. The catalyst is CN(C)C=O.O. The product is [F:13][C:12]1[CH:11]=[C:10]([F:14])[CH:9]=[CH:8][C:7]=1[C:6]1[CH:5]=[C:4]([C:15]([O:17][CH2:22][CH3:23])=[O:16])[C:3]([OH:18])=[CH:2][CH:1]=1. The yield is 0.340. (2) The reactants are Cl[C:2]1[CH:7]=[C:6]([Cl:8])[N:5]=[C:4]([O:9][CH2:10][C@H:11]2[CH2:15][CH2:14][CH2:13][O:12]2)[N:3]=1.Cl.Cl.[CH3:18][N:19]1[CH:23]=[C:22]([C:24]2[CH:25]=[C:26]([O:31][CH2:32][CH:33]3[CH2:38][CH2:37][NH:36][CH2:35][CH2:34]3)[C:27]([NH2:30])=[N:28][CH:29]=2)[N:21]=[CH:20]1.CCN(C(C)C)C(C)C.CCOC(C)=O. The catalyst is CO. The product is [Cl:8][C:6]1[N:5]=[C:4]([O:9][CH2:10][C@H:11]2[CH2:15][CH2:14][CH2:13][O:12]2)[N:3]=[C:2]([N:36]2[CH2:37][CH2:38][CH:33]([CH2:32][O:31][C:26]3[C:27]([NH2:30])=[N:28][CH:29]=[C:24]([C:22]4[N:21]=[CH:20][N:19]([CH3:18])[CH:23]=4)[CH:25]=3)[CH2:34][CH2:35]2)[CH:7]=1. The yield is 0.580. (3) The reactants are [NH:1]1[CH:5]=[CH:4][C:3]([NH2:6])=[N:2]1.[CH3:7][C:8]([CH3:10])=O.C(O)(=O)C.C(O[BH-](OC(=O)C)OC(=O)C)(=O)C.[Na+].[OH-].[Na+]. The catalyst is C1COCC1. The product is [CH:8]([NH:6][C:3]1[CH:4]=[CH:5][NH:1][N:2]=1)([CH3:10])[CH3:7]. The yield is 0.680.